Dataset: Forward reaction prediction with 1.9M reactions from USPTO patents (1976-2016). Task: Predict the product of the given reaction. (1) The product is: [C:1]([N:14]([CH2:13][C:12]1[CH:33]=[C:34]([C:36]([F:37])([F:38])[F:39])[CH:35]=[C:10]([C:9]([F:8])([F:40])[F:41])[CH:11]=1)[CH:15]1[CH2:21][CH2:20][CH2:19][N:18]([C:22]([O:24][CH:25]([CH3:27])[CH3:26])=[O:23])[C:17]2[CH:28]=[C:29]([Br:32])[CH:30]=[CH:31][C:16]1=2)(=[O:3])[CH3:2]. Given the reactants [C:1](OC(=O)C)(=[O:3])[CH3:2].[F:8][C:9]([F:41])([F:40])[C:10]1[CH:11]=[C:12]([CH:33]=[C:34]([C:36]([F:39])([F:38])[F:37])[CH:35]=1)[CH2:13][NH:14][CH:15]1[CH2:21][CH2:20][CH2:19][N:18]([C:22]([O:24][CH:25]([CH3:27])[CH3:26])=[O:23])[C:17]2[CH:28]=[C:29]([Br:32])[CH:30]=[CH:31][C:16]1=2.N1C=CC=CC=1, predict the reaction product. (2) Given the reactants [Cl:1][C:2]1[C:7](I)=[CH:6][N:5]=[C:4]([N:9]=[CH:10][N:11]([CH3:13])[CH3:12])[N:3]=1.C(O)C.[Cl:17][C:18]1[CH:23]=[CH:22][C:21]([C:24]#[CH:25])=[CH:20][CH:19]=1, predict the reaction product. The product is: [Cl:1][C:2]1[C:7]([C:25]#[C:24][C:21]2[CH:22]=[CH:23][C:18]([Cl:17])=[CH:19][CH:20]=2)=[CH:6][N:5]=[C:4]([N:9]=[CH:10][N:11]([CH3:13])[CH3:12])[N:3]=1. (3) Given the reactants Cl[CH2:2][CH2:3][N:4]1[CH2:9][CH2:8][O:7][CH2:6][CH2:5]1.C(=O)([O-])[O-].[Cs+].[Cs+].[Cl:16][C:17]1[CH:26]=[C:25]([NH:27][S:28]([CH3:31])(=[O:30])=[O:29])[CH:24]=[CH:23][C:18]=1[C:19]([O:21][CH3:22])=[O:20], predict the reaction product. The product is: [Cl:16][C:17]1[CH:26]=[C:25]([N:27]([CH2:2][CH2:3][N:4]2[CH2:9][CH2:8][O:7][CH2:6][CH2:5]2)[S:28]([CH3:31])(=[O:30])=[O:29])[CH:24]=[CH:23][C:18]=1[C:19]([O:21][CH3:22])=[O:20]. (4) Given the reactants [Cl:1][C:2]1[CH:3]=[C:4]([O:9][C:10]2[CH:15]=[CH:14][C:13]([NH:16][C:17]([NH:19][C@H:20]([C:22]([OH:24])=O)[CH3:21])=[O:18])=[CH:12][CH:11]=2)[CH:5]=[CH:6][C:7]=1[F:8].C(=O)([O-])[O-].[Na+].[Na+], predict the reaction product. The product is: [Cl:1][C:2]1[CH:3]=[C:4]([O:9][C:10]2[CH:11]=[CH:12][C:13]([N:16]3[C:22](=[O:24])[C@H:20]([CH3:21])[NH:19][C:17]3=[O:18])=[CH:14][CH:15]=2)[CH:5]=[CH:6][C:7]=1[F:8]. (5) Given the reactants Br[C:2]1[C:7](Cl)=[CH:6][N:5]=[C:4]2[NH:9][CH:10]=[CH:11][C:3]=12.C(Cl)CCl.[CH:16]1[CH:17]=C[C:19]2[N:24](O)N=[N:22][C:20]=2[CH:21]=1.CN(C=[O:30])C, predict the reaction product. The product is: [N:9]1[CH:10]=[CH:11][C:3]2[C:4]=1[NH:5][CH:6]=[CH:7][C:2]=2[C:16]1[CH:21]=[C:20]([C:19]([NH2:24])=[O:30])[NH:22][CH:17]=1. (6) The product is: [N:13]1[CH:18]=[CH:17][N:16]=[CH:15][C:14]=1[NH:19][C:20](=[O:26])[CH:21]([NH:25][C:9](=[O:11])[CH2:8][C:4]1[CH:5]=[N:6][CH:7]=[C:2]([Br:1])[CH:3]=1)[CH2:22][CH2:23][CH3:24]. Given the reactants [Br:1][C:2]1[CH:3]=[C:4]([CH2:8][C:9]([OH:11])=O)[CH:5]=[N:6][CH:7]=1.Cl.[N:13]1[CH:18]=[CH:17][N:16]=[CH:15][C:14]=1[NH:19][C:20](=[O:26])[CH:21]([NH2:25])[CH2:22][CH2:23][CH3:24].C1C=CC2N(O)N=NC=2C=1.CCN=C=NCCCN(C)C.Cl, predict the reaction product. (7) Given the reactants [CH3:1][C:2]1[CH:7]=[CH:6][CH:5]=[C:4]([CH:8]2[CH2:12][CH2:11][O:10][CH2:9]2)[C:3]=1[OH:13].Br[CH2:15][C:16]([O:18][CH3:19])=[O:17].C(=O)([O-])[O-].[Cs+].[Cs+], predict the reaction product. The product is: [CH3:1][C:2]1[CH:7]=[CH:6][CH:5]=[C:4]([CH:8]2[CH2:12][CH2:11][O:10][CH2:9]2)[C:3]=1[O:13][CH2:15][C:16]([O:18][CH3:19])=[O:17]. (8) Given the reactants Cl.C(OC([N:9]1[CH2:14][CH2:13][C@:12]([C:16]2[CH:21]=[CH:20][C:19]([O:22][CH2:23][CH2:24][O:25][C:26]3[C:31]([Cl:32])=[CH:30][C:29]([CH3:33])=[CH:28][C:27]=3[Cl:34])=[CH:18][CH:17]=2)([OH:15])[C@H:11]([C:35](=[O:52])[N:36]([CH2:40][C:41]2[CH:46]=[C:45]([CH2:47][CH2:48][O:49][CH3:50])[CH:44]=[CH:43][C:42]=2[Cl:51])[CH:37]2[CH2:39][CH2:38]2)[CH2:10]1)=O)(C)(C)C, predict the reaction product. The product is: [Cl:51][C:42]1[CH:43]=[CH:44][C:45]([CH2:47][CH2:48][O:49][CH3:50])=[CH:46][C:41]=1[CH2:40][N:36]([CH:37]1[CH2:39][CH2:38]1)[C:35]([C@@H:11]1[C@:12]([C:16]2[CH:21]=[CH:20][C:19]([O:22][CH2:23][CH2:24][O:25][C:26]3[C:27]([Cl:34])=[CH:28][C:29]([CH3:33])=[CH:30][C:31]=3[Cl:32])=[CH:18][CH:17]=2)([OH:15])[CH2:13][CH2:14][NH:9][CH2:10]1)=[O:52]. (9) Given the reactants F[C:2]1[CH:7]=[C:6]([C:8]([F:11])([F:10])[F:9])[CH:5]=[C:4]([N+:12]([O-:14])=[O:13])[CH:3]=1.[O:15]1[CH2:20][CH2:19][N:18]([CH2:21][CH2:22][OH:23])[CH2:17][CH2:16]1.C([O-])([O-])=O.[K+].[K+], predict the reaction product. The product is: [N+:12]([C:4]1[CH:3]=[C:2]([CH:7]=[C:6]([C:8]([F:11])([F:10])[F:9])[CH:5]=1)[O:23][CH2:22][CH2:21][N:18]1[CH2:19][CH2:20][O:15][CH2:16][CH2:17]1)([O-:14])=[O:13].